From a dataset of Full USPTO retrosynthesis dataset with 1.9M reactions from patents (1976-2016). Predict the reactants needed to synthesize the given product. (1) Given the product [OH:4][CH2:3][C:5]1[CH:6]=[CH:7][C:8]([O:13][C:14]2[CH:19]=[CH:18][CH:17]=[C:16]([C:20]([F:21])([F:22])[F:23])[CH:15]=2)=[C:9]([CH:12]=1)[C:10]#[N:11], predict the reactants needed to synthesize it. The reactants are: [BH4-].[Na+].[CH:3]([C:5]1[CH:6]=[CH:7][C:8]([O:13][C:14]2[CH:19]=[CH:18][CH:17]=[C:16]([C:20]([F:23])([F:22])[F:21])[CH:15]=2)=[C:9]([CH:12]=1)[C:10]#[N:11])=[O:4]. (2) Given the product [NH2:24][C:19]1[CH:20]=[CH:21][CH:22]=[C:23]2[C:18]=1[CH:17]=[CH:16][N:15]2[C:8]([C:11]1([OH:14])[CH2:12][CH2:13]1)([C:5]1[CH:4]=[CH:3][C:2]([Cl:1])=[CH:7][CH:6]=1)[CH2:9][CH3:10], predict the reactants needed to synthesize it. The reactants are: [Cl:1][C:2]1[CH:7]=[CH:6][C:5]([C:8]([N:15]2[C:23]3[C:18](=[C:19]([NH:24]C(=O)OC(C)(C)C)[CH:20]=[CH:21][CH:22]=3)[CH:17]=[CH:16]2)([C:11]2([OH:14])[CH2:13][CH2:12]2)[CH2:9][CH3:10])=[CH:4][CH:3]=1.